This data is from Forward reaction prediction with 1.9M reactions from USPTO patents (1976-2016). The task is: Predict the product of the given reaction. Given the reactants [F:1][C:2]1[N:3]=[CH:4][C:5]2[C:10]([CH:11]=1)=[CH:9][C:8]([C:12]1[S:16][C:15]([CH2:17][CH2:18][C@@H:19]([NH:32]C(=O)OC(C)(C)C)[C@@H:20]([OH:31])[C:21]3[CH:26]=[CH:25][C:24]([C:27]([F:30])([F:29])[F:28])=[CH:23][CH:22]=3)=[N:14][CH:13]=1)=[CH:7][CH:6]=2.[C:40]([OH:46])([C:42]([F:45])([F:44])[F:43])=[O:41], predict the reaction product. The product is: [F:43][C:42]([F:45])([F:44])[C:40]([OH:46])=[O:41].[NH2:32][C@H:19]([CH2:18][CH2:17][C:15]1[S:16][C:12]([C:8]2[CH:9]=[C:10]3[C:5](=[CH:6][CH:7]=2)[CH:4]=[N:3][C:2]([F:1])=[CH:11]3)=[CH:13][N:14]=1)[C@H:20]([C:21]1[CH:26]=[CH:25][C:24]([C:27]([F:28])([F:29])[F:30])=[CH:23][CH:22]=1)[OH:31].